Task: Predict the reactants needed to synthesize the given product.. Dataset: Full USPTO retrosynthesis dataset with 1.9M reactions from patents (1976-2016) (1) Given the product [O:18]=[C:9]1[N:10]([CH:12]2[CH2:13][CH2:14][O:15][CH2:16][CH2:17]2)[CH2:11][C@@H:7]([C:1]2[CH:2]=[CH:3][CH:4]=[CH:5][CH:6]=2)[N:8]1[CH:19]1[CH2:24][CH2:23][N:22]([CH2:26][C:27]2[CH:28]=[CH:29][C:30]([O:33][C:34]3[CH:41]=[CH:40][C:37]([C:38]#[N:39])=[CH:36][CH:35]=3)=[N:31][CH:32]=2)[CH2:21][CH2:20]1, predict the reactants needed to synthesize it. The reactants are: [C:1]1([C@@H:7]2[CH2:11][N:10]([CH:12]3[CH2:17][CH2:16][O:15][CH2:14][CH2:13]3)[C:9](=[O:18])[N:8]2[CH:19]2[CH2:24][CH2:23][NH:22][CH2:21][CH2:20]2)[CH:6]=[CH:5][CH:4]=[CH:3][CH:2]=1.Br[CH2:26][C:27]1[CH:28]=[CH:29][C:30]([O:33][C:34]2[CH:41]=[CH:40][C:37]([C:38]#[N:39])=[CH:36][CH:35]=2)=[N:31][CH:32]=1.CCN(C(C)C)C(C)C. (2) Given the product [CH3:11][C:9]1[C:8]([O:12][CH2:13][C:14]([F:17])([F:15])[F:16])=[CH:7][N:6]=[C:5]([CH:4]=[O:18])[CH:10]=1, predict the reactants needed to synthesize it. The reactants are: CON(C)[C:4](=[O:18])[C:5]1[CH:10]=[C:9]([CH3:11])[C:8]([O:12][CH2:13][C:14]([F:17])([F:16])[F:15])=[CH:7][N:6]=1.[H-].[Al+3].[Li+].[H-].[H-].[H-]. (3) Given the product [Cl:1][C:2]1[C:3]([N:27]([CH:29]([CH3:31])[CH3:30])[CH3:28])=[CH:4][C:5]2[N:11]=[C:10]([C:12]3[CH:17]=[CH:16][CH:15]=[C:14]([N:18]4[C:22]([CH2:23][N:38]([CH3:39])[CH3:37])=[CH:21][N:20]=[N:19]4)[CH:13]=3)[CH2:9][C:8](=[O:25])[NH:7][C:6]=2[CH:26]=1, predict the reactants needed to synthesize it. The reactants are: [Cl:1][C:2]1[C:3]([N:27]([CH:29]([CH3:31])[CH3:30])[CH3:28])=[CH:4][C:5]2[N:11]=[C:10]([C:12]3[CH:17]=[CH:16][CH:15]=[C:14]([N:18]4[C:22]([CH2:23]O)=[CH:21][N:20]=[N:19]4)[CH:13]=3)[CH2:9][C:8](=[O:25])[NH:7][C:6]=2[CH:26]=1.S(Cl)(Cl)=O.[Cl-].[CH3:37][NH:38][CH3:39]. (4) Given the product [CH3:28][N:29]1[CH:33]=[C:32]([C:2]2[CH:27]=[CH:26][C:5]3[N:6]([C:9]4[S:13][C:12]([C:14]([O:16][CH3:17])=[O:53])=[C:11]([O:46][CH2:43][C:50]5[CH:49]=[CH:4][CH:3]=[CH:2][CH:27]=5)[CH:10]=4)[CH:7]=[N:8][C:4]=3[CH:3]=2)[CH:31]=[N:30]1, predict the reactants needed to synthesize it. The reactants are: Br[C:2]1[CH:27]=[CH:26][C:5]2[N:6]([C:9]3[S:13][C:12]([C:14]([O:16][CH3:17])=O)=[C:11](O[Si](C(C)(C)C)(C)C)[CH:10]=3)[CH:7]=[N:8][C:4]=2[CH:3]=1.[CH3:28][N:29]1[CH:33]=[C:32](B2OC(C)(C)C(C)(C)O2)[CH:31]=[N:30]1.[C:43]([O-:46])([O-])=O.[K+].[K+].[C:49](O)(=O)[CH3:50].[OH2:53]. (5) Given the product [Ti+4:29].[CH2:1]([P:3]([CH2:6][CH2:7][OH:8])(=[O:4])[O-:5])[CH3:2].[CH2:1]([P:3]([CH2:6][CH2:7][OH:8])(=[O:4])[O-:5])[CH3:2].[CH2:1]([P:3]([CH2:6][CH2:7][OH:8])(=[O:4])[O-:5])[CH3:2].[CH2:1]([P:3]([CH2:6][CH2:7][OH:8])(=[O:4])[O-:5])[CH3:2], predict the reactants needed to synthesize it. The reactants are: [CH2:1]([P:3]([CH2:6][CH2:7][OH:8])(=[O:5])[OH:4])[CH3:2].[O-]CCCC.[O-]CCCC.[O-]CCCC.[O-]CCCC.[Ti+4:29]. (6) Given the product [CH2:33]([O:32][C:30]([C:29]1[CH:20]([C:19]2[CH:22]=[C:23]([O:24][CH3:25])[C:16]([O:15][CH2:12][CH:13]=[CH2:14])=[C:17]([Br:26])[CH:18]=2)[C:3]2[C:2](=[CH:1][C:10]3[CH:9]=[CH:8][CH:7]=[CH:6][C:5]=3[CH:4]=2)[O:11][C:27]=1[NH2:28])=[O:31])[CH3:34], predict the reactants needed to synthesize it. The reactants are: [CH:1]1[C:10]2[C:5](=[CH:6][CH:7]=[CH:8][CH:9]=2)[CH:4]=[CH:3][C:2]=1[OH:11].[CH2:12]([O:15][C:16]1[C:23]([O:24][CH3:25])=[CH:22][C:19]([CH:20]=O)=[CH:18][C:17]=1[Br:26])[CH:13]=[CH2:14].[C:27]([CH2:29][C:30]([O:32][CH2:33][CH3:34])=[O:31])#[N:28].N1CCCCC1.